Dataset: Forward reaction prediction with 1.9M reactions from USPTO patents (1976-2016). Task: Predict the product of the given reaction. (1) Given the reactants C(OC(=O)[NH:10][C:11]1[CH:16]=[CH:15][C:14]([N:17]2[CH2:21][CH:20]([CH2:22][NH:23][C:24]([O:26][CH3:27])=[O:25])[O:19][C:18]2=[O:28])=[CH:13][C:12]=1[F:29])C1C=CC=CC=1, predict the reaction product. The product is: [NH2:10][C:11]1[CH:16]=[CH:15][C:14]([N:17]2[CH2:21][CH:20]([CH2:22][NH:23][C:24](=[O:25])[O:26][CH3:27])[O:19][C:18]2=[O:28])=[CH:13][C:12]=1[F:29]. (2) The product is: [C:1]([O:5][C:6]([N:8]1[CH2:13][CH2:12][C:11]([O:14][C:28](=[O:30])[CH3:29])([CH2:15][CH2:16][CH:17]=[CH2:18])[CH2:10][CH2:9]1)=[O:7])([CH3:4])([CH3:3])[CH3:2]. Given the reactants [C:1]([O:5][C:6]([N:8]1[CH2:13][CH2:12][C:11]([CH2:15][CH2:16][CH:17]=[CH2:18])([OH:14])[CH2:10][CH2:9]1)=[O:7])([CH3:4])([CH3:3])[CH3:2].CN(C1C=CC=CN=1)C.[C:28](OC(=O)C)(=[O:30])[CH3:29].C(N(CC)CC)C, predict the reaction product. (3) Given the reactants [CH2:1]([N:3]([CH2:11][C:12]1[CH:13]=[N:14][CH:15]=[C:16]([C:19]2[CH:20]=[C:21]3[C:25](=[CH:26][CH:27]=2)[N:24]([CH:28]2[CH2:33][CH2:32][CH2:31][CH2:30][O:29]2)[N:23]=[C:22]3[C:34]2[NH:35][C:36]([C:39]([NH:41]CC3C=NC=CC=3)=[O:40])=[CH:37][N:38]=2)[C:17]=1[CH3:18])[C:4](=[O:10])[O:5][C:6]([CH3:9])([CH3:8])[CH3:7])[CH3:2].[C:49](OC(N(CC1C(C)=C(C2C=C3C(=CC=2)N(C2CCCCO2)N=C3C2NC(C(O)=O)=CN=2)C=NC=1)CC)=O)(C)([CH3:51])[CH3:50].C(N(C(C)C)CC)(C)C.C(N)(C)C.CN(C(ON1N=NC2C=CC=NC1=2)=[N+](C)C)C.F[P-](F)(F)(F)(F)F, predict the reaction product. The product is: [CH2:1]([N:3]([CH2:11][C:12]1[CH:13]=[N:14][CH:15]=[C:16]([C:19]2[CH:20]=[C:21]3[C:25](=[CH:26][CH:27]=2)[N:24]([CH:28]2[CH2:33][CH2:32][CH2:31][CH2:30][O:29]2)[N:23]=[C:22]3[C:34]2[NH:35][C:36]([C:39]([NH:41][CH:49]([CH3:51])[CH3:50])=[O:40])=[CH:37][N:38]=2)[C:17]=1[CH3:18])[C:4](=[O:10])[O:5][C:6]([CH3:9])([CH3:8])[CH3:7])[CH3:2]. (4) Given the reactants [NH:1]1[C:5]2[CH:6]=[CH:7][C:8]([N:10]([CH:19]([C:32]3[CH:37]=[C:36]([F:38])[CH:35]=[C:34]([F:39])[C:33]=3[F:40])[C:20](=[O:31])NCC(OC(OC)=O)(C)C)[C:11]([CH2:13][C:14]([O:16][CH2:17][CH3:18])=[O:15])=[O:12])=[CH:9][C:4]=2[N:3]=[CH:2]1.CC(C)([O-])C.[K+], predict the reaction product. The product is: [NH:1]1[C:5]2[CH:6]=[CH:7][C:8]([N:10]3[CH:19]([C:32]4[CH:37]=[C:36]([F:38])[CH:35]=[C:34]([F:39])[C:33]=4[F:40])[C:20](=[O:31])[CH:13]([C:14]([O:16][CH2:17][CH3:18])=[O:15])[C:11]3=[O:12])=[CH:9][C:4]=2[N:3]=[CH:2]1. (5) Given the reactants [CH3:1][C:2]1([CH3:20])[N:5]([CH2:6][CH2:7][OH:8])[N:4]([CH:9]2[CH:16]3[CH2:17][CH:12]4[CH2:13][CH:14]([CH2:18][CH:10]2[CH2:11]4)[CH2:15]3)[C:3]1=[O:19].[H-].[Na+].Cl[C:24]1[N:29]=[CH:28][C:27]([C:30]#[N:31])=[CH:26][CH:25]=1.O, predict the reaction product. The product is: [CH3:1][C:2]1([CH3:20])[N:5]([CH2:6][CH2:7][O:8][C:24]2[N:29]=[CH:28][C:27]([C:30]#[N:31])=[CH:26][CH:25]=2)[N:4]([CH:9]2[CH:10]3[CH2:11][CH:12]4[CH2:13][CH:14]([CH2:15][CH:16]2[CH2:17]4)[CH2:18]3)[C:3]1=[O:19].